From a dataset of Peptide-MHC class II binding affinity with 134,281 pairs from IEDB. Regression. Given a peptide amino acid sequence and an MHC pseudo amino acid sequence, predict their binding affinity value. This is MHC class II binding data. (1) The peptide sequence is DYVRMWVQAATVMSA. The MHC is HLA-DPA10103-DPB10301 with pseudo-sequence HLA-DPA10103-DPB10301. The binding affinity (normalized) is 0.808. (2) The peptide sequence is MKNIFMLTLFILIIT. The MHC is DRB1_0101 with pseudo-sequence DRB1_0101. The binding affinity (normalized) is 0.448.